This data is from Full USPTO retrosynthesis dataset with 1.9M reactions from patents (1976-2016). The task is: Predict the reactants needed to synthesize the given product. (1) Given the product [NH2:12][C:13]1[CH:14]=[CH:15][C:16]([C@@H:19]([CH3:28])[CH2:20][NH:21][S:22]([CH:25]([CH3:27])[CH3:26])(=[O:24])=[O:23])=[CH:17][CH:18]=1, predict the reactants needed to synthesize it. The reactants are: C1(C)C=CC(S(O)(=O)=O)=CC=1.[NH2:12][C:13]1[CH:18]=[CH:17][C:16]([C@@H:19]([CH3:28])[CH2:20][NH:21][S:22]([CH:25]([CH3:27])[CH3:26])(=[O:24])=[O:23])=[CH:15][CH:14]=1.C([O-])(O)=O.[Na+]. (2) Given the product [Cl:16][C:17]1[CH:22]=[CH:21][C:20]([NH:23][S:8]([C:7]2[C:2]([OH:1])=[N:3][C:4]([S:12][CH2:13][CH2:14][CH3:15])=[N:5][CH:6]=2)(=[O:10])=[O:9])=[CH:19][C:18]=1[O:24][CH2:25][CH2:26][N:27]([CH3:29])[CH3:28], predict the reactants needed to synthesize it. The reactants are: [OH:1][C:2]1[C:7]([S:8](Cl)(=[O:10])=[O:9])=[CH:6][N:5]=[C:4]([S:12][CH2:13][CH2:14][CH3:15])[N:3]=1.[Cl:16][C:17]1[CH:22]=[CH:21][C:20]([NH2:23])=[CH:19][C:18]=1[O:24][CH2:25][CH2:26][N:27]([CH3:29])[CH3:28]. (3) Given the product [ClH:13].[NH2:8][CH2:9][C:10]([NH:31][CH:20]([C:14]1[CH:15]=[CH:16][CH:17]=[CH:18][CH:19]=1)[C:21]1[CH:26]=[CH:25][C:24]([C:27]([F:29])([F:30])[F:28])=[CH:23][CH:22]=1)=[O:11], predict the reactants needed to synthesize it. The reactants are: C(OC([NH:8][CH2:9][C:10](O)=[O:11])=O)(C)(C)C.[ClH:13].[C:14]1([CH:20]([NH2:31])[C:21]2[CH:26]=[CH:25][C:24]([C:27]([F:30])([F:29])[F:28])=[CH:23][CH:22]=2)[CH:19]=[CH:18][CH:17]=[CH:16][CH:15]=1. (4) Given the product [Cl:29][C:11]1[N:12]=[N:13][C:14]([CH3:15])=[C:9]([C:3]2[C:2]([F:1])=[CH:7][CH:6]=[CH:5][C:4]=2[F:8])[C:10]=1[C:17]1[CH:22]=[C:21]([O:23][CH3:24])[CH:20]=[C:19]([O:25][CH3:26])[CH:18]=1, predict the reactants needed to synthesize it. The reactants are: [F:1][C:2]1[CH:7]=[CH:6][CH:5]=[C:4]([F:8])[C:3]=1[CH:9]1[C:14]([CH3:15])=[N:13][NH:12][C:11](=O)[CH:10]1[C:17]1[CH:22]=[C:21]([O:23][CH3:24])[CH:20]=[C:19]([O:25][CH3:26])[CH:18]=1.P(Cl)(Cl)([Cl:29])=O. (5) Given the product [CH3:11][C:10]1[CH:9]=[CH:8][CH:7]=[C:3]2[C:2]=1[N:1]=[C:21]([CH2:20][CH2:19][N:13]1[CH2:18][CH2:17][O:16][CH2:15][CH2:14]1)[NH:6][C:4]2=[O:5], predict the reactants needed to synthesize it. The reactants are: [NH2:1][C:2]1[C:10]([CH3:11])=[CH:9][CH:8]=[CH:7][C:3]=1[C:4]([NH2:6])=[O:5].Cl.[N:13]1([CH2:19][CH2:20][C:21](O)=O)[CH2:18][CH2:17][O:16][CH2:15][CH2:14]1. (6) Given the product [CH2:1]([N:8]1[CH2:14][CH2:13][CH2:12][N:11]([CH2:15][C:16]2[CH:21]=[CH:20][CH:19]=[CH:18][CH:17]=2)[CH2:10][CH:9]1[CH2:22][OH:23])[C:2]1[CH:3]=[CH:4][CH:5]=[CH:6][CH:7]=1, predict the reactants needed to synthesize it. The reactants are: [CH2:1]([N:8]1[CH2:14][CH2:13][CH2:12][N:11]([CH2:15][C:16]2[CH:21]=[CH:20][CH:19]=[CH:18][CH:17]=2)[CH2:10][CH:9]1[C:22]([O-])=[O:23])[C:2]1[CH:7]=[CH:6][CH:5]=[CH:4][CH:3]=1.[H-].[Al+3].[Li+].[H-].[H-].[H-]. (7) Given the product [CH3:19][C:11]1([CH3:20])[O:10][C:9](=[O:21])[N:8]([C:5]2[CH:6]=[CH:7][C:2]([B:22]3[O:26][C:25]([CH3:28])([CH3:27])[C:24]([CH3:30])([CH3:29])[O:23]3)=[CH:3][CH:4]=2)[C@H:12]1[C:13]1[CH:18]=[CH:17][CH:16]=[CH:15][CH:14]=1, predict the reactants needed to synthesize it. The reactants are: Br[C:2]1[CH:7]=[CH:6][C:5]([N:8]2[C@@H:12]([C:13]3[CH:18]=[CH:17][CH:16]=[CH:15][CH:14]=3)[C:11]([CH3:20])([CH3:19])[O:10][C:9]2=[O:21])=[CH:4][CH:3]=1.[B:22]1([B:22]2[O:26][C:25]([CH3:28])([CH3:27])[C:24]([CH3:30])([CH3:29])[O:23]2)[O:26][C:25]([CH3:28])([CH3:27])[C:24]([CH3:30])([CH3:29])[O:23]1.C([O-])(=O)C.[K+]. (8) Given the product [CH3:1][O:2][C:3]1[CH:8]=[CH:7][CH:6]=[CH:5][C:4]=1[N:9]1[CH:13]=[C:12]([CH3:14])[C:11]([CH:15]=[O:16])=[N:10]1, predict the reactants needed to synthesize it. The reactants are: [CH3:1][O:2][C:3]1[CH:8]=[CH:7][CH:6]=[CH:5][C:4]=1[N:9]1[CH:13]=[C:12]([CH3:14])[C:11]([C:15](OCC)=[O:16])=[N:10]1.[H-].[Al+3].[Li+].[H-].[H-].[H-]. (9) Given the product [CH2:22]([N:7]1[C:3]([C:1]#[N:2])=[CH:4][CH:5]=[C:6]1[C:8]1[CH:9]=[CH:10][C:11]([NH:14][S:15]([CH2:18][CH3:19])(=[O:17])=[O:16])=[CH:12][CH:13]=1)[CH:21]=[CH2:20], predict the reactants needed to synthesize it. The reactants are: [C:1]([C:3]1[NH:7][C:6]([C:8]2[CH:13]=[CH:12][C:11]([NH:14][S:15]([CH2:18][CH3:19])(=[O:17])=[O:16])=[CH:10][CH:9]=2)=[CH:5][CH:4]=1)#[N:2].[CH3:20][C:21](C)([O-])[CH3:22].[K+].C(Br)C=C.